From a dataset of Reaction yield outcomes from USPTO patents with 853,638 reactions. Predict the reaction yield, written as a fraction of the theoretical maximum amount of product (1.0 means a 100% yield; for example, 0.34 means a 34% yield). (1) The reactants are [C:1](Cl)(=[O:8])[C:2]1[CH:7]=[CH:6][CH:5]=[CH:4][CH:3]=1.[CH3:10][O:11][C:12]1[CH:56]=[C:55]([O:57][CH3:58])[CH:54]=[C:53]([O:59][CH3:60])[C:13]=1[CH:14]=[CH:15][CH:16]([S:26]([CH:29]([CH:39]=[CH:40][C:41]1[C:46]([O:47][CH3:48])=[CH:45][C:44]([O:49][CH3:50])=[CH:43][C:42]=1[O:51][CH3:52])[C:30]1[CH:35]=[CH:34][C:33]([O:36][CH3:37])=[C:32]([NH2:38])[CH:31]=1)(=[O:28])=[O:27])[C:17]1[CH:22]=[CH:21][C:20]([O:23][CH3:24])=[C:19]([NH2:25])[CH:18]=1. The catalyst is O1CCCC1. The product is [CH3:60][O:59][C:53]1[CH:54]=[C:55]([O:57][CH3:58])[CH:56]=[C:12]([O:11][CH3:10])[C:13]=1/[CH:14]=[CH:15]/[CH:16]([S:26]([CH:29](/[CH:39]=[CH:40]/[C:41]1[C:42]([O:51][CH3:52])=[CH:43][C:44]([O:49][CH3:50])=[CH:45][C:46]=1[O:47][CH3:48])[C:30]1[CH:35]=[CH:34][C:33]([O:36][CH3:37])=[C:32]([NH:38][C:1](=[O:8])[C:2]2[CH:7]=[CH:6][CH:5]=[CH:4][CH:3]=2)[CH:31]=1)(=[O:28])=[O:27])[C:17]1[CH:22]=[CH:21][C:20]([O:23][CH3:24])=[C:19]([NH:25][C:1](=[O:8])[C:2]2[CH:7]=[CH:6][CH:5]=[CH:4][CH:3]=2)[CH:18]=1. The yield is 0.760. (2) The reactants are CN([CH:4]=[O:5])C.P(Cl)(Cl)(Cl)=O.[C:11]1(=[O:17])[CH2:16][CH2:15][CH2:14][CH2:13][CH2:12]1.[CH2:18]([Cl:20])Cl. No catalyst specified. The product is [Cl:20][C:18]1[C:12](=[CH:11][OH:17])[CH2:13][CH2:14][CH2:15][C:16]=1[CH:4]=[O:5]. The yield is 0.340. (3) The reactants are [ClH:1].[CH2:2]([C:7]1[N:8]=[C:9]([NH2:12])[NH:10][CH:11]=1)[CH2:3][CH2:4][C:5]#[CH:6].[N:13]([CH2:16][C:17]1[O:18][CH:19]=[CH:20][CH:21]=1)=[N+:14]=[N-:15]. No catalyst specified. The product is [ClH:1].[O:18]1[CH:19]=[CH:20][CH:21]=[C:17]1[CH2:16][N:13]1[CH:6]=[C:5]([CH2:4][CH2:3][CH2:2][C:7]2[N:8]=[C:9]([NH2:12])[NH:10][CH:11]=2)[N:15]=[N:14]1. The yield is 0.500. (4) The reactants are [Br:1][C:2]1[C:3]([F:22])=[C:4]([C:9]([CH3:21])=[C:10]([N:12]([CH2:19][CH3:20])[CH:13]2[CH2:18][CH2:17][O:16][CH2:15][CH2:14]2)[CH:11]=1)[C:5]([O:7]C)=[O:6].[OH-].[Na+].Cl. The catalyst is O1CCCC1.CO. The product is [Br:1][C:2]1[C:3]([F:22])=[C:4]([C:9]([CH3:21])=[C:10]([N:12]([CH2:19][CH3:20])[CH:13]2[CH2:18][CH2:17][O:16][CH2:15][CH2:14]2)[CH:11]=1)[C:5]([OH:7])=[O:6]. The yield is 0.950. (5) The reactants are [CH3:1][C:2]([C:4]1[CH:5]=[CH:6][CH:7]=[C:8]([OH:10])[CH:9]=1)=[O:3].CO[CH:13](OC)[N:14]([CH3:16])[CH3:15]. No catalyst specified. The product is [CH3:13][N:14]([CH3:16])[CH:15]=[CH:1][C:2]([C:4]1[CH:5]=[CH:6][CH:7]=[C:8]([OH:10])[CH:9]=1)=[O:3]. The yield is 0.370. (6) The reactants are [CH2:1]([OH:23])[C@H:2]1[O:7][C@H:6]([O:8][C@H:9]2[O:14][C@H:13]([CH2:15][OH:16])[C@@H:12]([OH:17])[C@H:11]([OH:18])[C@H:10]2[OH:19])[C@H:5]([OH:20])[C@@H:4]([OH:21])[C@@H:3]1[OH:22].[P:24]([O-:28])([O-:27])([O-:26])=[O:25].[Na+].[Na+].[Na+]. The catalyst is O. The product is [CH2:15]([OH:16])[C@H:13]1[O:14][C@H:9]([O:8][C@H:6]2[O:7][C@H:2]([CH2:1][OH:23])[C@@H:3]([OH:22])[C@H:4]([OH:21])[C@H:5]2[OH:20])[C@H:10]([OH:19])[C@@H:11]([OH:18])[C@@H:12]1[OH:17].[P:24]([O-:28])([O-:27])([O-:26])=[O:25]. The yield is 0.0925. (7) The reactants are ClC(Cl)(Cl)CO[C:5](=[O:27])[NH:6][C:7]1[N:8]([C:16]2[CH:21]=[CH:20][CH:19]=[C:18]([O:22][C@H:23]([CH3:26])[CH2:24][OH:25])[CH:17]=2)[N:9]=[C:10]([C:12]([CH3:15])([CH3:14])[CH3:13])[CH:11]=1.[CH3:30][C@H:31]1[CH2:36][CH2:35][CH2:34][CH2:33][N:32]1[C:37]1[N:41]2[CH:42]=[C:43]([O:46][C@H:47]3[C:56]4[C:51](=[CH:52][CH:53]=[CH:54][CH:55]=4)[C@@H:50]([NH2:57])[CH2:49][CH2:48]3)[CH:44]=[CH:45][C:40]2=[N:39][N:38]=1.CCN(C(C)C)C(C)C. The catalyst is O1CCOCC1. The product is [C:12]([C:10]1[CH:11]=[C:7]([NH:6][C:5]([NH:57][C@@H:50]2[C:51]3[C:56](=[CH:55][CH:54]=[CH:53][CH:52]=3)[C@H:47]([O:46][C:43]3[CH:44]=[CH:45][C:40]4[N:41]([C:37]([N:32]5[CH2:33][CH2:34][CH2:35][CH2:36][C@@H:31]5[CH3:30])=[N:38][N:39]=4)[CH:42]=3)[CH2:48][CH2:49]2)=[O:27])[N:8]([C:16]2[CH:21]=[CH:20][CH:19]=[C:18]([O:22][C@H:23]([CH3:26])[CH2:24][OH:25])[CH:17]=2)[N:9]=1)([CH3:15])([CH3:13])[CH3:14]. The yield is 0.610. (8) The reactants are [CH2:1]([C:4]1[CH:9]=[CH:8][C:7]([S:10](Cl)(=[O:12])=[O:11])=[CH:6][CH:5]=1)[CH2:2][CH3:3].N1C=CC=CC=1.[NH2:20][C:21]1[CH:30]=[CH:29][C:24]2[N:25]=[C:26]([CH3:28])[O:27][C:23]=2[CH:22]=1.C([O-])(O)=O.[Na+]. The catalyst is ClCCl. The product is [CH3:28][C:26]1[O:27][C:23]2[CH:22]=[C:21]([NH:20][S:10]([C:7]3[CH:8]=[CH:9][C:4]([CH2:1][CH2:2][CH3:3])=[CH:5][CH:6]=3)(=[O:12])=[O:11])[CH:30]=[CH:29][C:24]=2[N:25]=1. The yield is 0.700. (9) The reactants are [CH2:1]1[O:21][C:20]2[CH:19]=[CH:18][C:5]([CH2:6][NH:7][C:8]3[C:9]4[S:16][C:15](I)=[CH:14][C:10]=4[N:11]=[CH:12][N:13]=3)=[CH:4][C:3]=2[O:2]1.[N:22]1[CH:27]=[CH:26][CH:25]=[C:24](B(O)O)[CH:23]=1.C(=O)([O-])[O-].[Na+].[Na+]. The catalyst is CN(C)C=O.C(OCC)(=O)C.C1C=CC(C#N)=CC=1.C1C=CC(C#N)=CC=1.Cl[Pd]Cl.C1(P(C2C=CC=CC=2)[C-]2C=CC=C2)C=CC=CC=1.[C-]1(P(C2C=CC=CC=2)C2C=CC=CC=2)C=CC=C1.[Fe+2]. The product is [CH2:1]1[O:21][C:20]2[CH:19]=[CH:18][C:5]([CH2:6][NH:7][C:8]3[C:9]4[S:16][C:15]([C:24]5[CH:23]=[N:22][CH:27]=[CH:26][CH:25]=5)=[CH:14][C:10]=4[N:11]=[CH:12][N:13]=3)=[CH:4][C:3]=2[O:2]1. The yield is 0.340. (10) The reactants are C(O[C:6](=O)[NH:7][CH2:8][CH2:9][N:10]1[CH2:15][CH2:14][O:13][CH2:12][CH2:11]1)(C)(C)C.[H-].[Al+3].[Li+].[H-].[H-].[H-].O.[OH-].[Na+]. The catalyst is C1COCC1. The product is [CH3:6][NH:7][CH2:8][CH2:9][N:10]1[CH2:15][CH2:14][O:13][CH2:12][CH2:11]1. The yield is 0.990.